This data is from Orexin1 receptor HTS with 218,158 compounds and 233 confirmed actives. The task is: Binary Classification. Given a drug SMILES string, predict its activity (active/inactive) in a high-throughput screening assay against a specified biological target. The molecule is S1(=O)(=O)CC(N(Cc2sccc2)C(=O)c2c(cccc2)C)CC1. The result is 0 (inactive).